This data is from Full USPTO retrosynthesis dataset with 1.9M reactions from patents (1976-2016). The task is: Predict the reactants needed to synthesize the given product. (1) Given the product [F:23][C:24]1[CH:32]=[CH:31][CH:30]=[C:29]([F:33])[C:25]=1[C:26]([NH:20][C:17]1[CH:16]=[CH:15][C:14]([N:7]2[C:6]3[CH:21]=[CH:22][C:3]([O:2][CH3:1])=[CH:4][C:5]=3[N:9]=[C:8]2[C:10]([F:13])([F:11])[F:12])=[CH:19][N:18]=1)=[O:27], predict the reactants needed to synthesize it. The reactants are: [CH3:1][O:2][C:3]1[CH:22]=[CH:21][C:6]2[N:7]([C:14]3[CH:15]=[CH:16][C:17]([NH2:20])=[N:18][CH:19]=3)[C:8]([C:10]([F:13])([F:12])[F:11])=[N:9][C:5]=2[CH:4]=1.[F:23][C:24]1[CH:32]=[CH:31][CH:30]=[C:29]([F:33])[C:25]=1[C:26](O)=[O:27].CN(C)CCCN=C=NCC. (2) Given the product [Br:1][C:2]1[CH:10]=[C:9]2[C:5]([C:6]([C:11]3[NH:26][C:22]4[CH:23]=[CH:24][CH:25]=[C:20]([N:17]5[CH2:16][CH2:15][N:14]([CH3:13])[CH2:19][CH2:18]5)[C:21]=4[N:27]=3)=[N:7][NH:8]2)=[CH:4][CH:3]=1, predict the reactants needed to synthesize it. The reactants are: [Br:1][C:2]1[CH:10]=[C:9]2[C:5]([C:6]([CH:11]=O)=[N:7][NH:8]2)=[CH:4][CH:3]=1.[CH3:13][N:14]1[CH2:19][CH2:18][N:17]([C:20]2[CH:25]=[CH:24][CH:23]=[C:22]([NH2:26])[C:21]=2[NH2:27])[CH2:16][CH2:15]1.S(S([O-])=O)([O-])(=O)=O.[Na+].[Na+]. (3) Given the product [Cl:25][C:22]1[CH:23]=[CH:24][C:19]([CH2:18][N:5]2[C:1](=[O:11])[C:2]3=[CH:10][CH:9]=[CH:8][CH:7]=[C:3]3[C:4]2=[O:6])=[C:20]([F:26])[CH:21]=1, predict the reactants needed to synthesize it. The reactants are: [C:1]1(=[O:11])[NH:5][C:4](=[O:6])[C:3]2=[CH:7][CH:8]=[CH:9][CH:10]=[C:2]12.[K].CS(O[CH2:18][C:19]1[CH:24]=[CH:23][C:22]([Cl:25])=[CH:21][C:20]=1[F:26])(=O)=O.CN(C)C=O. (4) Given the product [NH:21]([C:28]1[N:29]([C:40]2[CH:41]=[CH:42][CH:43]=[CH:44][CH:45]=2)[C:30]2[C:35]([C:36](=[O:38])[CH:37]=1)=[C:34]([CH2:39][OH:49])[CH:33]=[CH:32][N:31]=2)[C:22]1[CH:23]=[CH:24][CH:25]=[CH:26][CH:27]=1, predict the reactants needed to synthesize it. The reactants are: [Li+].CC([N-]C(C)C)C.[Li]CCCC.C(NC(C)C)(C)C.[NH:21]([C:28]1[N:29]([C:40]2[CH:45]=[CH:44][CH:43]=[CH:42][CH:41]=2)[C:30]2[C:35]([C:36](=[O:38])[CH:37]=1)=[C:34]([CH3:39])[CH:33]=[CH:32][N:31]=2)[C:22]1[CH:27]=[CH:26][CH:25]=[CH:24][CH:23]=1.C1C[O:49]CC1. (5) Given the product [Br:10][C:7]1[CH:6]=[CH:5][C:4]([C:1]2([CH3:2])[O:13][CH2:12][CH2:11][O:3]2)=[CH:9][N:8]=1, predict the reactants needed to synthesize it. The reactants are: [C:1]([C:4]1[CH:5]=[CH:6][C:7]([Br:10])=[N:8][CH:9]=1)(=[O:3])[CH3:2].[CH2:11](O)[CH2:12][OH:13].O.C1(C)C=CC(S(O)(=O)=O)=CC=1. (6) Given the product [Br:22][C:23]1[CH:28]=[CH:27][C:26]([O:29][C:30]2[CH:35]=[CH:34][C:33]([NH2:36])=[CH:32][C:31]=2[F:39])=[C:25]([O:40][CH3:41])[CH:24]=1, predict the reactants needed to synthesize it. The reactants are: C(C1C=CC(OC2C=C(F)C=CC=2[N+]([O-])=O)=C(OC)C=1)C.[Br:22][C:23]1[CH:28]=[CH:27][C:26]([O:29][C:30]2[CH:35]=[CH:34][C:33]([N+:36]([O-])=O)=[CH:32][C:31]=2[F:39])=[C:25]([O:40][CH3:41])[CH:24]=1.